This data is from Full USPTO retrosynthesis dataset with 1.9M reactions from patents (1976-2016). The task is: Predict the reactants needed to synthesize the given product. (1) Given the product [F:1][C:2]1[CH:10]=[C:9]2[C:5]([C:6]([C:11]3[CH:12]=[C:13]4[C:17](=[CH:18][CH:19]=3)[N:16]([CH2:20][CH2:21][C:22]([N:29]3[CH2:30][CH2:31][N:26]([CH3:25])[CH2:27][CH2:28]3)=[O:24])[N:15]=[CH:14]4)=[CH:7][NH:8]2)=[CH:4][CH:3]=1, predict the reactants needed to synthesize it. The reactants are: [F:1][C:2]1[CH:10]=[C:9]2[C:5]([C:6]([C:11]3[CH:12]=[C:13]4[C:17](=[CH:18][CH:19]=3)[N:16]([CH2:20][CH2:21][C:22]([OH:24])=O)[N:15]=[CH:14]4)=[CH:7][NH:8]2)=[CH:4][CH:3]=1.[CH3:25][N:26]1[CH2:31][CH2:30][NH:29][CH2:28][CH2:27]1.CN(C(ON1N=NC2C=CC=NC1=2)=[N+](C)C)C.F[P-](F)(F)(F)(F)F.CCN(C(C)C)C(C)C. (2) Given the product [CH3:12][O:1][C:2]1[CH:10]=[CH:9][CH:8]=[C:7]2[C:3]=1[CH2:4][CH2:5][C:6]2=[O:11], predict the reactants needed to synthesize it. The reactants are: [OH:1][C:2]1[CH:10]=[CH:9][CH:8]=[C:7]2[C:3]=1[CH2:4][CH2:5][C:6]2=[O:11].[C:12](=O)([O-])[O-].[K+].[K+]. (3) Given the product [C:38]([N:31]=[C:30]([NH2:32])[C:29]1[CH:28]=[CH:27][C:26]([O:25][CH2:24][CH2:23][CH2:22][N:19]2[CH2:20][CH2:21][CH:16]([CH2:15][CH2:14][CH2:13][O:12][C:11]3[CH:35]=[CH:36][C:8]([C:7](=[N:6][C:3](=[O:4])[CH3:42])[NH2:37])=[CH:9][CH:10]=3)[CH2:17][CH2:18]2)=[CH:34][CH:33]=1)(=[O:41])[CH3:39], predict the reactants needed to synthesize it. The reactants are: CN(C)[CH:3]=[O:4].[NH2:6][C:7](=[NH:37])[C:8]1[CH:36]=[CH:35][C:11]([O:12][CH2:13][CH2:14][CH2:15][CH:16]2[CH2:21][CH2:20][N:19]([CH2:22][CH2:23][CH2:24][O:25][C:26]3[CH:34]=[CH:33][C:29]([C:30]([NH2:32])=[NH:31])=[CH:28][CH:27]=3)[CH2:18][CH2:17]2)=[CH:10][CH:9]=1.[C:38]([O-:41])(=O)[CH3:39].[C:42](=O)([O-])[O-].[K+].[K+]. (4) Given the product [C:1]([O:5][C:6](=[O:16])[NH:7][C:8]1[CH:13]=[CH:12][C:11]([F:14])=[CH:10][C:9]=1[NH:15][C:22](=[O:21])[CH2:23][C:24]([C:26]1[CH:31]=[CH:30][CH:29]=[C:28]([C:32]2[C:33]([CH3:38])=[N:34][CH:35]=[CH:36][CH:37]=2)[CH:27]=1)=[O:25])([CH3:4])([CH3:2])[CH3:3], predict the reactants needed to synthesize it. The reactants are: [C:1]([O:5][C:6](=[O:16])[NH:7][C:8]1[CH:13]=[CH:12][C:11]([F:14])=[CH:10][C:9]=1[NH2:15])([CH3:4])([CH3:3])[CH3:2].C([O:21][C:22](=O)[CH2:23][C:24]([C:26]1[CH:31]=[CH:30][CH:29]=[C:28]([C:32]2[C:33]([CH3:38])=[N:34][CH:35]=[CH:36][CH:37]=2)[CH:27]=1)=[O:25])(C)(C)C. (5) Given the product [Cl:34][C:27]1[CH:26]=[C:25]([B:10]2[O:11][C:12]([CH3:17])([CH3:18])[C:13]([CH3:15])([CH3:16])[O:14]2)[CH:30]=[CH:29][C:28]=1[CH:31]([F:33])[F:32], predict the reactants needed to synthesize it. The reactants are: [B:10]1([B:10]2[O:14][C:13]([CH3:16])([CH3:15])[C:12]([CH3:18])([CH3:17])[O:11]2)[O:14][C:13]([CH3:16])([CH3:15])[C:12]([CH3:18])([CH3:17])[O:11]1.C([O-])(=O)C.[K+].Br[C:25]1[CH:30]=[CH:29][C:28]([CH:31]([F:33])[F:32])=[C:27]([Cl:34])[CH:26]=1.O. (6) Given the product [Cl:1][C:2]1[CH:3]=[C:4]([CH:7]=[CH:8][C:9]=1[Cl:10])[CH2:5][NH:21][C@@H:11]1[C:20]2[C:15](=[CH:16][CH:17]=[CH:18][CH:19]=2)[CH2:14][CH2:13][CH2:12]1, predict the reactants needed to synthesize it. The reactants are: [Cl:1][C:2]1[CH:3]=[C:4]([CH:7]=[CH:8][C:9]=1[Cl:10])[CH:5]=O.[C@@H:11]1([NH2:21])[C:20]2[C:15](=[CH:16][CH:17]=[CH:18][CH:19]=2)[CH2:14][CH2:13][CH2:12]1. (7) Given the product [F:1][C:2]1[CH:16]=[CH:15][C:5]([CH2:6][NH:7][C:8](=[O:14])[O:9][C:10]([CH3:13])([CH3:12])[CH3:11])=[C:4]([C:32]([NH:30][CH3:29])=[O:33])[CH:3]=1, predict the reactants needed to synthesize it. The reactants are: [F:1][C:2]1[CH:16]=[CH:15][C:5]([CH2:6][NH:7][C:8](=[O:14])[O:9][C:10]([CH3:13])([CH3:12])[CH3:11])=[C:4](I)[CH:3]=1.CN.C(N(C(C)C)CC)(C)C.[CH3:29][N:30]([CH:32]=[O:33])C. (8) Given the product [F:35][C:34]1[CH:33]=[CH:32][C:31]([C:2]2[CH:3]=[C:4]([N:11]([CH2:18][C:19]3[CH:24]=[CH:23][C:22]([O:25][CH3:26])=[CH:21][CH:20]=3)[C:12]3[CH:17]=[CH:16][CH:15]=[CH:14][CH:13]=3)[C:5]3[N:6]([CH:8]=[CH:9][N:10]=3)[N:7]=2)=[CH:30][C:29]=1[C:27]#[N:28], predict the reactants needed to synthesize it. The reactants are: Cl[C:2]1[CH:3]=[C:4]([N:11]([CH2:18][C:19]2[CH:24]=[CH:23][C:22]([O:25][CH3:26])=[CH:21][CH:20]=2)[C:12]2[CH:17]=[CH:16][CH:15]=[CH:14][CH:13]=2)[C:5]2[N:6]([CH:8]=[CH:9][N:10]=2)[N:7]=1.[C:27]([C:29]1[CH:30]=[C:31](B(O)O)[CH:32]=[CH:33][C:34]=1[F:35])#[N:28].P([O-])([O-])([O-])=O.[K+].[K+].[K+].B(O)O. (9) Given the product [CH:31]([C:33]1[O:1][N:2]=[C:3]([N:5]2[CH2:10][CH2:9][CH:8]([C@@H:11]3[O:29][C:14]4=[CH:15][N:16]=[C:17]([C:19]5[CH2:24][CH2:23][N:22]([S:25]([CH3:28])(=[O:27])=[O:26])[CH2:21][CH:20]=5)[CH:18]=[C:13]4[CH2:12]3)[CH2:7][CH2:6]2)[N:4]=1)([CH3:32])[CH3:30], predict the reactants needed to synthesize it. The reactants are: [OH:1][NH:2][C:3]([N:5]1[CH2:10][CH2:9][CH:8]([C@@H:11]2[O:29][C:14]3=[CH:15][N:16]=[C:17]([C:19]4[CH2:20][CH2:21][N:22]([S:25]([CH3:28])(=[O:27])=[O:26])[CH2:23][CH:24]=4)[CH:18]=[C:13]3[CH2:12]2)[CH2:7][CH2:6]1)=[NH:4].[C:30](O[C:30](=O)[CH:31]([CH3:33])[CH3:32])(=O)[CH:31]([CH3:33])[CH3:32]. (10) Given the product [Cl:32][C:33]1[CH:34]=[CH:35][C:36]([O:42][CH2:43][CH2:44][O:45][CH2:46][CH2:47][O:48][CH3:49])=[C:37]([CH:41]=1)[C:38]([NH:1][CH:2]1[C:8](=[O:9])[NH:7][C:6]2[CH:19]=[CH:20][CH:21]=[CH:22][C:5]=2[C:4]([C:23]2[C:24]([Cl:31])=[CH:25][C:26]([Cl:30])=[CH:27][C:28]=2[Cl:29])=[N:3]1)=[O:39], predict the reactants needed to synthesize it. The reactants are: [NH2:1][CH:2]1[C:8](=[O:9])[N:7](CC2C=CC(OC)=CC=2)[C:6]2[CH:19]=[CH:20][CH:21]=[CH:22][C:5]=2[C:4]([C:23]2[C:28]([Cl:29])=[CH:27][C:26]([Cl:30])=[CH:25][C:24]=2[Cl:31])=[N:3]1.[Cl:32][C:33]1[CH:34]=[CH:35][C:36]([O:42][CH2:43][CH2:44][O:45][CH2:46][CH2:47][O:48][CH3:49])=[C:37]([CH:41]=1)[C:38](O)=[O:39].